Dataset: Forward reaction prediction with 1.9M reactions from USPTO patents (1976-2016). Task: Predict the product of the given reaction. (1) Given the reactants [F:1][C:2]1[CH:3]=[CH:4][CH:5]=[C:6]2[C:10]=1[NH:9][C:8](=[O:11])[C:7]2([CH3:13])[CH3:12].[H-].[Na+].[Cl:16][C:17]1[CH:18]=[C:19]([C@H:23]2[O:25][C@@H:24]2[CH2:26][OH:27])[CH:20]=[CH:21][CH:22]=1.[Na].N1C2C(=CC=CC=2)CC1=O, predict the reaction product. The product is: [F:1][C:2]1[CH:3]=[CH:4][CH:5]=[C:6]2[C:10]=1[N:9]([C@@H:23]([C:19]1[CH:20]=[CH:21][CH:22]=[C:17]([Cl:16])[CH:18]=1)[C@H:24]([OH:25])[CH2:26][OH:27])[C:8](=[O:11])[C:7]2([CH3:13])[CH3:12]. (2) Given the reactants [Cl:1][C:2]1[CH:3]=[CH:4][C:5]([OH:22])=[C:6]([CH:21]=1)[C:7]([NH:9][C:10]1[CH:11]=[CH:12][C:13]2[CH:17]=[CH:16][S:15](=[O:19])(=[O:18])[C:14]=2[CH:20]=1)=[O:8].[OH-:23].[Na+].[CH3:25]O, predict the reaction product. The product is: [CH3:25][O:18][S:15]([C:14]1[CH:20]=[C:10]([NH:9][C:7](=[O:8])[C:6]2[CH:21]=[C:2]([Cl:1])[CH:3]=[CH:4][C:5]=2[OH:22])[CH:11]=[CH:12][C:13]=1[CH:17]=[CH2:16])(=[O:23])=[O:19].